Regression. Given two drug SMILES strings and cell line genomic features, predict the synergy score measuring deviation from expected non-interaction effect. From a dataset of NCI-60 drug combinations with 297,098 pairs across 59 cell lines. Drug 1: CNC(=O)C1=CC=CC=C1SC2=CC3=C(C=C2)C(=NN3)C=CC4=CC=CC=N4. Drug 2: CC1C(C(=O)NC(C(=O)N2CCCC2C(=O)N(CC(=O)N(C(C(=O)O1)C(C)C)C)C)C(C)C)NC(=O)C3=C4C(=C(C=C3)C)OC5=C(C(=O)C(=C(C5=N4)C(=O)NC6C(OC(=O)C(N(C(=O)CN(C(=O)C7CCCN7C(=O)C(NC6=O)C(C)C)C)C)C(C)C)C)N)C. Cell line: CAKI-1. Synergy scores: CSS=7.10, Synergy_ZIP=15.8, Synergy_Bliss=18.8, Synergy_Loewe=18.5, Synergy_HSA=18.0.